This data is from Reaction yield outcomes from USPTO patents with 853,638 reactions. The task is: Predict the reaction yield, written as a fraction of the theoretical maximum amount of product (1.0 means a 100% yield; for example, 0.34 means a 34% yield). The reactants are [CH3:1][O:2][C:3]1[CH:16]=[CH:15][C:6]([CH2:7][S:8]([CH2:11][C:12](O)=O)(=[O:10])=[O:9])=[CH:5][C:4]=1[N+:17]([O-:19])=[O:18].[CH3:20][O:21][C:22]1[CH:29]=[C:28]([O:30][CH3:31])[CH:27]=[C:26]([O:32][CH3:33])[C:23]=1C=O.C(N)C1C=CC=CC=1. The catalyst is C(O)(=O)C. The product is [CH3:1][O:2][C:3]1[CH:16]=[CH:15][C:6]([CH2:7][S:8](/[CH:11]=[CH:12]/[C:23]2[C:26]([O:32][CH3:33])=[CH:27][C:28]([O:30][CH3:31])=[CH:29][C:22]=2[O:21][CH3:20])(=[O:10])=[O:9])=[CH:5][C:4]=1[N+:17]([O-:19])=[O:18]. The yield is 0.280.